From a dataset of Reaction yield outcomes from USPTO patents with 853,638 reactions. Predict the reaction yield, written as a fraction of the theoretical maximum amount of product (1.0 means a 100% yield; for example, 0.34 means a 34% yield). (1) The reactants are [CH3:1][C:2]1([CH3:19])[CH2:9][CH:8]2[CH:6]([O:7]2)[CH2:5][N:4]([S:10]([C:13]2[CH:18]=[CH:17][CH:16]=[CH:15][N:14]=2)(=[O:12])=[O:11])[CH2:3]1.[N-:20]=[N+:21]=[N-:22].[Na+].[NH4+].[Cl-]. The catalyst is CO.O. The product is [N:20]([CH:8]1[CH2:9][C:2]([CH3:19])([CH3:1])[CH2:3][N:4]([S:10]([C:13]2[CH:18]=[CH:17][CH:16]=[CH:15][N:14]=2)(=[O:12])=[O:11])[CH2:5][CH:6]1[OH:7])=[N+:21]=[N-:22]. The yield is 0.290. (2) The reactants are [N:1]1([C:7]2[CH:12]=[CH:11][C:10]([NH:13][C:14]([C:16]3[CH:25]=[C:24]([O:26]COCC[Si](C)(C)C)[C:23]4[C:18](=[C:19]([N:37]5[CH2:43][CH2:42][CH2:41][N:40]([CH3:44])[CH2:39][CH2:38]5)[CH:20]=[C:21]([O:35][CH3:36])[CH:22]=4)[N:17]=3)=[O:15])=[CH:9][CH:8]=2)[CH2:6][CH2:5][O:4][CH2:3][CH2:2]1.Cl.[OH-].[Na+]. The catalyst is CO. The product is [N:1]1([C:7]2[CH:8]=[CH:9][C:10]([NH:13][C:14]([C:16]3[NH:17][C:18]4[C:23]([C:24](=[O:26])[CH:25]=3)=[CH:22][C:21]([O:35][CH3:36])=[CH:20][C:19]=4[N:37]3[CH2:43][CH2:42][CH2:41][N:40]([CH3:44])[CH2:39][CH2:38]3)=[O:15])=[CH:11][CH:12]=2)[CH2:6][CH2:5][O:4][CH2:3][CH2:2]1. The yield is 0.800. (3) The reactants are [CH3:1][O:2][C:3](=[O:15])[C:4]1[CH:9]=[C:8](I)[CH:7]=[CH:6][C:5]=1[O:11][CH:12]([CH3:14])[CH3:13].[CH3:16][O:17][C:18]1[CH:23]=[CH:22][CH:21]=[CH:20][C:19]=1[C:24]#[CH:25]. The catalyst is C(NCC)C.[Cu]I. The product is [CH3:1][O:2][C:3](=[O:15])[C:4]1[CH:9]=[C:8]([C:25]#[C:24][C:19]2[CH:20]=[CH:21][CH:22]=[CH:23][C:18]=2[O:17][CH3:16])[CH:7]=[CH:6][C:5]=1[O:11][CH:12]([CH3:14])[CH3:13]. The yield is 0.640. (4) The reactants are C[O:2][C:3](=[O:26])[C:4]1[CH:9]=[C:8]([C:10]2[O:18][C:17]3[C:12](=[N:13][CH:14]=[CH:15][C:16]=3[C:19]3[CH:24]=[CH:23][CH:22]=[CH:21][CH:20]=3)[CH:11]=2)[CH:7]=[C:6]([CH3:25])[CH:5]=1.[Li+].[OH-]. The catalyst is C1COCC1.O.Cl. The product is [CH3:25][C:6]1[CH:5]=[C:4]([CH:9]=[C:8]([C:10]2[O:18][C:17]3[C:12](=[N:13][CH:14]=[CH:15][C:16]=3[C:19]3[CH:24]=[CH:23][CH:22]=[CH:21][CH:20]=3)[CH:11]=2)[CH:7]=1)[C:3]([OH:26])=[O:2]. The yield is 1.00. (5) The reactants are [Br:1][C:2]1[CH:7]=[CH:6][C:5]([NH2:8])=[CH:4][C:3]=1[F:9].[CH3:10][C:11]([O:14][C:15](O[C:15]([O:14][C:11]([CH3:13])([CH3:12])[CH3:10])=[O:16])=[O:16])([CH3:13])[CH3:12].C(N(CC)CC)C.C(OCC)(=O)C. The catalyst is O1CCCC1.CCCCCC. The product is [Br:1][C:2]1[CH:7]=[CH:6][C:5]([NH:8][C:15](=[O:16])[O:14][C:11]([CH3:13])([CH3:12])[CH3:10])=[CH:4][C:3]=1[F:9]. The yield is 0.490.